Dataset: CYP2C19 inhibition data for predicting drug metabolism from PubChem BioAssay. Task: Regression/Classification. Given a drug SMILES string, predict its absorption, distribution, metabolism, or excretion properties. Task type varies by dataset: regression for continuous measurements (e.g., permeability, clearance, half-life) or binary classification for categorical outcomes (e.g., BBB penetration, CYP inhibition). Dataset: cyp2c19_veith. The molecule is CCOc1ccc(NC(=O)N(CCN2CCOCC2)Cc2ccc3c(c2)CCCN3CC)cc1. The result is 1 (inhibitor).